From a dataset of Reaction yield outcomes from USPTO patents with 853,638 reactions. Predict the reaction yield, written as a fraction of the theoretical maximum amount of product (1.0 means a 100% yield; for example, 0.34 means a 34% yield). (1) The reactants are O.NN.C([O:7][C@H:8]1[C@H:12]([O:13][C:14](=[O:21])[C:15]2[CH:20]=[CH:19][CH:18]=[CH:17][CH:16]=2)[C@H:11]([CH2:22][O:23][C:24](=[O:31])[C:25]2[CH:30]=[CH:29][CH:28]=[CH:27][CH:26]=2)[O:10][C@@H:9]1[N:32]1[CH:39]=[CH:38][C:36](=[O:37])[NH:35][C:33]1=[O:34])(=O)C.CC(C)=O. The catalyst is N1C=CC=CC=1.C(O)(=O)C. The product is [C:14]([O:13][C@@H:12]1[C@H:11]([CH2:22][O:23][C:24](=[O:31])[C:25]2[CH:30]=[CH:29][CH:28]=[CH:27][CH:26]=2)[O:10][C@H:9]([N:32]2[CH:39]=[CH:38][C:36](=[O:37])[NH:35][C:33]2=[O:34])[C@H:8]1[OH:7])(=[O:21])[C:15]1[CH:20]=[CH:19][CH:18]=[CH:17][CH:16]=1. The yield is 0.680. (2) The reactants are Cl[C:2]1[C:11]2[C:6](=[CH:7][CH:8]=[CH:9][CH:10]=2)[N:5]=[CH:4][CH:3]=1.[CH3:12][O:13][C:14]1[CH:19]=[CH:18][C:17]([NH:20][CH3:21])=[CH:16][CH:15]=1. No catalyst specified. The product is [CH3:12][O:13][C:14]1[CH:19]=[CH:18][C:17]([N:20]([CH3:21])[C:2]2[C:11]3[C:6](=[CH:7][CH:8]=[CH:9][CH:10]=3)[N:5]=[CH:4][CH:3]=2)=[CH:16][CH:15]=1. The yield is 0.740. (3) The reactants are [O:1]1[CH2:6][CH2:5][N:4]([C:7]2[N:12]=[C:11]([N:13]3[CH2:18][CH2:17][O:16][CH2:15][CH2:14]3)[N:10]=[C:9]([C:19]3[CH:24]=[CH:23][C:22]([NH:25][C:26](=[O:37])[NH:27][C:28]4[CH:36]=[CH:35][C:31]([C:32](O)=[O:33])=[CH:30][CH:29]=4)=[CH:21][CH:20]=3)[N:8]=2)[CH2:3][CH2:2]1.CCN(C(C)C)C(C)C.CN(C(ON1N=NC2C=CC=CC1=2)=[N+](C)C)C.F[P-](F)(F)(F)(F)F.[N:71]1([CH:76]2[CH2:81][CH2:80][NH:79][CH2:78][CH2:77]2)[CH2:75][CH2:74][CH2:73][CH2:72]1. The catalyst is CN1C(=O)CCC1. The product is [O:16]1[CH2:17][CH2:18][N:13]([C:11]2[N:12]=[C:7]([N:4]3[CH2:3][CH2:2][O:1][CH2:6][CH2:5]3)[N:8]=[C:9]([C:19]3[CH:24]=[CH:23][C:22]([NH:25][C:26]([NH:27][C:28]4[CH:29]=[CH:30][C:31]([C:32]([N:79]5[CH2:80][CH2:81][CH:76]([N:71]6[CH2:75][CH2:74][CH2:73][CH2:72]6)[CH2:77][CH2:78]5)=[O:33])=[CH:35][CH:36]=4)=[O:37])=[CH:21][CH:20]=3)[N:10]=2)[CH2:14][CH2:15]1. The yield is 0.580.